This data is from hERG Central: cardiac toxicity at 1µM, 10µM, and general inhibition. The task is: Predict hERG channel inhibition at various concentrations. (1) The compound is O=C(c1ccc(-n2cnnn2)cc1)N1CCN(C(c2ccccc2)c2ccccc2)CC1. Results: hERG_inhib (hERG inhibition (general)): blocker. (2) The compound is O=C(c1ccc([N+](=O)[O-])cc1)N1CCN(c2ncccn2)CC1. Results: hERG_inhib (hERG inhibition (general)): blocker. (3) The compound is CCCn1c(SCC(=O)N2CCN(C(=O)c3ccco3)CC2)nc2ccccc2c1=O. Results: hERG_inhib (hERG inhibition (general)): blocker. (4) The compound is O=C(NCc1nnc2c3ccccc3c(-c3ccccc3)nn12)c1ccc(Cl)cc1. Results: hERG_inhib (hERG inhibition (general)): blocker. (5) The compound is COc1ccc(/C=C/C(=O)Nc2nc(N)n(-c3ccccc3)n2)cc1. Results: hERG_inhib (hERG inhibition (general)): blocker. (6) The molecule is COc1ccc(C(=O)Nc2ccc(N3CCN(C(=O)c4ccccc4)CC3)cc2)cc1[N+](=O)[O-]. Results: hERG_inhib (hERG inhibition (general)): blocker. (7) The drug is O=C1CCc2cc(OCCCCc3nnnn3C3CCCCC3)ccc2N1. Results: hERG_inhib (hERG inhibition (general)): blocker. (8) The compound is CC(=O)c1ccccc1OCC(O)CN1CCN(C(c2ccccc2)c2ccccc2)CC1. Results: hERG_inhib (hERG inhibition (general)): blocker. (9) The drug is CCC(O)C1CCN(Cc2cn(-c3ccc(OC)cc3)nc2-c2cccc(F)c2)CC1. Results: hERG_inhib (hERG inhibition (general)): blocker. (10) The compound is CCCCNC(=O)c1cc2c(=O)n3cccc(C)c3nc2n(Cc2ccncc2)c1=N. Results: hERG_inhib (hERG inhibition (general)): blocker.